From a dataset of Full USPTO retrosynthesis dataset with 1.9M reactions from patents (1976-2016). Predict the reactants needed to synthesize the given product. (1) Given the product [OH:8][C:9]1[CH:36]=[C:35]([C:37]2[CH:42]=[CH:41][CH:40]=[CH:39][N:38]=2)[CH:34]=[CH:33][C:10]=1[C:11]([NH:13][C:14]1[CH:26]=[C:25]([C:27]2[CH:32]=[CH:31][CH:30]=[CH:29][CH:28]=2)[CH:24]=[CH:23][C:15]=1[C:16]([O:18][C:19]([CH3:22])([CH3:21])[CH3:20])=[O:17])=[O:12], predict the reactants needed to synthesize it. The reactants are: C([O:8][C:9]1[CH:36]=[C:35]([C:37]2[CH:42]=[CH:41][CH:40]=[CH:39][N:38]=2)[CH:34]=[CH:33][C:10]=1[C:11]([NH:13][C:14]1[CH:26]=[C:25]([C:27]2[CH:32]=[CH:31][CH:30]=[CH:29][CH:28]=2)[CH:24]=[CH:23][C:15]=1[C:16]([O:18][C:19]([CH3:22])([CH3:21])[CH3:20])=[O:17])=[O:12])C1C=CC=CC=1.C(OCC)(=O)C.C(Cl)(Cl)Cl. (2) Given the product [O:11]1[CH2:12][CH2:13][N:8]([C:5]2[N:6]=[CH:7][C:2](/[CH:16]=[CH:15]/[C:14]([OH:18])=[O:17])=[CH:3][CH:4]=2)[CH2:9][CH2:10]1, predict the reactants needed to synthesize it. The reactants are: Br[C:2]1[CH:3]=[CH:4][C:5]([N:8]2[CH2:13][CH2:12][O:11][CH2:10][CH2:9]2)=[N:6][CH:7]=1.[C:14]([O:18]C(C)(C)C)(=[O:17])[CH:15]=[CH2:16].C(O)(=O)C=C. (3) Given the product [CH2:1]([N:8]1[CH2:12][CH2:11][N:10]([C:13]2[S:14][C:15]([C:19]([NH:40][CH2:41][C:42]3[CH:43]=[N:44][CH:45]=[CH:46][CH:47]=3)=[O:21])=[C:16]([CH3:18])[N:17]=2)[C:9]1=[O:22])[CH3:2], predict the reactants needed to synthesize it. The reactants are: [CH2:1]([N:8]1[CH2:12][CH2:11][N:10]([C:13]2[S:14][C:15]([C:19]([OH:21])=O)=[C:16]([CH3:18])[N:17]=2)[C:9]1=[O:22])[C:2]1C=CC=CC=1.C(N1CCN(C2SC(C(O)=O)=C(C)N=2)C1=O)C.[NH2:40][CH2:41][C:42]1[CH:43]=[N:44][CH:45]=[CH:46][CH:47]=1. (4) Given the product [F:23][C:24]1[CH:25]=[C:26]([CH:41]([CH3:43])[CH3:42])[C:27]2[C:28]([S:12][C:13]3[CH:22]=[CH:21][C:20]4[C:15](=[CH:16][CH:17]=[CH:18][CH:19]=4)[CH:14]=3)=[C:29]3[CH:35]([CH2:36][C:37]([OH:39])=[O:38])[CH2:34][CH2:33][N:30]3[C:31]=2[CH:32]=1, predict the reactants needed to synthesize it. The reactants are: [CH:14]1[C:15]2[C:20](=[CH:19][CH:18]=[CH:17][CH:16]=2)[CH:21]=[CH:22][C:13]=1[S:12][S:12][C:13]1[CH:22]=[CH:21][C:20]2[C:15](=[CH:16][CH:17]=[CH:18][CH:19]=2)[CH:14]=1.[F:23][C:24]1[CH:25]=[C:26]([C:41]([CH3:43])=[CH2:42])[C:27]2[CH:28]=[C:29]3[CH:35]([CH2:36][C:37]([O:39]C)=[O:38])[CH2:34][CH2:33][N:30]3[C:31]=2[CH:32]=1. (5) Given the product [Cl:20][C:17]1[CH:18]=[CH:19][C:14]([CH:7]([NH:6][C:4]([CH2:3][NH:2][C:26]([C:23]2[CH:24]=[CH:25][S:21][CH:22]=2)=[O:27])=[O:5])[C:8]2[CH:13]=[CH:12][CH:11]=[CH:10][CH:9]=2)=[CH:15][CH:16]=1, predict the reactants needed to synthesize it. The reactants are: Cl.[NH2:2][CH2:3][C:4]([NH:6][CH:7]([C:14]1[CH:19]=[CH:18][C:17]([Cl:20])=[CH:16][CH:15]=1)[C:8]1[CH:13]=[CH:12][CH:11]=[CH:10][CH:9]=1)=[O:5].[S:21]1[CH:25]=[CH:24][C:23]([C:26](O)=[O:27])=[CH:22]1. (6) Given the product [F:48][C:45]([F:46])([F:47])[C:44]([N:40]1[CH2:39][C:38]2([CH2:50][CH2:51][N:35]([CH2:34][C:33]3[CH:52]=[C:29]([CH2:28][CH2:27][OH:26])[CH:30]=[CH:31][C:32]=3[F:53])[CH2:36][CH2:37]2)[O:43][CH2:42][CH2:41]1)=[O:49], predict the reactants needed to synthesize it. The reactants are: CCCC[N+](CCCC)(CCCC)CCCC.[F-].[Si]([O:26][CH2:27][CH2:28][C:29]1[CH:30]=[CH:31][C:32]([F:53])=[C:33]([CH:52]=1)[CH2:34][N:35]1[CH2:51][CH2:50][C:38]2([O:43][CH2:42][CH2:41][N:40]([C:44](=[O:49])[C:45]([F:48])([F:47])[F:46])[CH2:39]2)[CH2:37][CH2:36]1)(C(C)(C)C)(C)C. (7) Given the product [Cl:1][C:2]1[CH:19]=[CH:18][C:5]([C:6](=[O:7])[N:8]([C:10]2[CH:15]=[CH:14][CH:13]=[CH:12][C:11]=2[O:16][CH3:17])[CH3:9])=[CH:4][C:3]=1[C:20]1[CH:25]=[CH:24][C:23]([C:26]([NH2:27])=[O:29])=[N:22][CH:21]=1, predict the reactants needed to synthesize it. The reactants are: [Cl:1][C:2]1[CH:19]=[CH:18][C:5]([C:6]([N:8]([C:10]2[CH:15]=[CH:14][CH:13]=[CH:12][C:11]=2[O:16][CH3:17])[CH3:9])=[O:7])=[CH:4][C:3]=1[C:20]1[CH:21]=[N:22][C:23]([C:26]#[N:27])=[CH:24][CH:25]=1.C([O-])([O-])=[O:29].[K+].[K+].CCOC(C)=O.O. (8) The reactants are: [C:1]([C:3]1[CH:4]=[C:5]([C:18]2[CH:19]=[CH:20][C:21]3[N:22]([C:24]([S:27][C:28]4[CH:29]=[CH:30][C:31]5[N:32]([CH:34]=[C:35]([NH:37][C:38]([CH:40]6[CH2:42][CH2:41]6)=[O:39])[N:36]=5)[N:33]=4)=[N:25][N:26]=3)[CH:23]=2)[CH:6]=[N:7][C:8]=1[O:9]COCC[Si](C)(C)C)#[N:2].[C:43]([OH:49])([C:45]([F:48])([F:47])[F:46])=[O:44].C(Cl)Cl. Given the product [C:1]([C:3]1[CH:4]=[C:5]([C:18]2[CH:19]=[CH:20][C:21]3[N:22]([C:24]([S:27][C:28]4[CH:29]=[CH:30][C:31]5[N:32]([CH:34]=[C:35]([NH:37][C:38]([CH:40]6[CH2:42][CH2:41]6)=[O:39])[N:36]=5)[N:33]=4)=[N:25][N:26]=3)[CH:23]=2)[CH:6]=[N:7][C:8]=1[OH:9])#[N:2].[C:43]([OH:49])([C:45]([F:48])([F:47])[F:46])=[O:44], predict the reactants needed to synthesize it.